From a dataset of Catalyst prediction with 721,799 reactions and 888 catalyst types from USPTO. Predict which catalyst facilitates the given reaction. (1) Reactant: [CH2:1]([O:3][C:4](=[O:42])[CH2:5][NH:6][C:7]([C:9]1[N:10]=[C:11]2[CH:16]=[CH:15][C:14]([NH:17][CH2:18][CH2:19][CH2:20][N:21]3[CH2:26][CH2:25][CH:24]([O:27][CH:28]([C:35]4[CH:40]=[CH:39][CH:38]=[CH:37][CH:36]=4)[C:29]4[CH:34]=[CH:33][CH:32]=[CH:31][CH:30]=4)[CH2:23][CH2:22]3)=[N:13][N:12]2[CH:41]=1)=[O:8])[CH3:2].[ClH:43]. Product: [ClH:43].[ClH:43].[CH2:1]([O:3][C:4](=[O:42])[CH2:5][NH:6][C:7]([C:9]1[N:10]=[C:11]2[CH:16]=[CH:15][C:14]([NH:17][CH2:18][CH2:19][CH2:20][N:21]3[CH2:22][CH2:23][CH:24]([O:27][CH:28]([C:29]4[CH:30]=[CH:31][CH:32]=[CH:33][CH:34]=4)[C:35]4[CH:40]=[CH:39][CH:38]=[CH:37][CH:36]=4)[CH2:25][CH2:26]3)=[N:13][N:12]2[CH:41]=1)=[O:8])[CH3:2]. The catalyst class is: 54. (2) Reactant: [OH:1][C:2]1[CH:7]=[CH:6][C:5]([C:8](=[O:10])[CH3:9])=[CH:4][CH:3]=1.C(=O)([O-])[O-].[K+].[K+].S([O-])(=O)(=O)C.[CH2:22]([N:24]([CH:27](O)[CH2:28][CH3:29])[CH2:25][CH3:26])[CH3:23].CS(Cl)(=O)=O. Product: [CH2:22]([N:24]([CH2:25][CH3:26])[CH2:27][CH2:28][CH2:29][O:1][C:2]1[CH:7]=[CH:6][C:5]([C:8](=[O:10])[CH3:9])=[CH:4][CH:3]=1)[CH3:23]. The catalyst class is: 303. (3) Reactant: [O:1]1CCO[CH:2]1[C:6]1[CH:7]=[C:8]([C:13]#[C:14][CH2:15][OH:16])[CH:9]=[C:10]([CH3:12])[CH:11]=1.C1(C)C=CC(S([O-])(=O)=O)=CC=1.[NH+]1C=CC=CC=1. Product: [OH:16][CH2:15][C:14]#[C:13][C:8]1[CH:7]=[C:6]([CH:11]=[C:10]([CH3:12])[CH:9]=1)[CH:2]=[O:1]. The catalyst class is: 95.